This data is from Peptide-MHC class I binding affinity with 185,985 pairs from IEDB/IMGT. The task is: Regression. Given a peptide amino acid sequence and an MHC pseudo amino acid sequence, predict their binding affinity value. This is MHC class I binding data. (1) The peptide sequence is VIGLTTHCT. The MHC is HLA-A68:02 with pseudo-sequence HLA-A68:02. The binding affinity (normalized) is 0.0479. (2) The peptide sequence is MPFAGLLII. The MHC is HLA-B35:01 with pseudo-sequence HLA-B35:01. The binding affinity (normalized) is 1.00. (3) The peptide sequence is RTFDRFFEE. The MHC is HLA-B15:01 with pseudo-sequence HLA-B15:01. The binding affinity (normalized) is 0.0847. (4) The peptide sequence is YTAVVPLVH. The MHC is HLA-A29:02 with pseudo-sequence HLA-A29:02. The binding affinity (normalized) is 0.0368. (5) The peptide sequence is TRTSPNIPK. The MHC is HLA-B08:03 with pseudo-sequence HLA-B08:03. The binding affinity (normalized) is 0.0847.